Task: Predict the product of the given reaction.. Dataset: Forward reaction prediction with 1.9M reactions from USPTO patents (1976-2016) (1) Given the reactants C[O:2][C:3](=[O:27])[CH2:4][C:5]1[CH:6]=[C:7]([C:13]2[CH:18]=[CH:17][C:16]([C:19]([F:22])([F:21])[F:20])=[CH:15][C:14]=2[CH2:23][NH:24][CH2:25][CH3:26])[C:8]([O:11][CH3:12])=[CH:9][CH:10]=1.[O:28]([CH:35]([CH3:39])[C:36](Cl)=[O:37])[C:29]1[CH:34]=[CH:33][CH:32]=[CH:31][CH:30]=1, predict the reaction product. The product is: [CH2:25]([N:24]([CH2:23][C:14]1[CH:15]=[C:16]([C:19]([F:20])([F:22])[F:21])[CH:17]=[CH:18][C:13]=1[C:7]1[C:8]([O:11][CH3:12])=[CH:9][CH:10]=[C:5]([CH2:4][C:3]([OH:2])=[O:27])[CH:6]=1)[C:36](=[O:37])[CH:35]([O:28][C:29]1[CH:30]=[CH:31][CH:32]=[CH:33][CH:34]=1)[CH3:39])[CH3:26]. (2) Given the reactants I[C:2]1[C:11]2[C:6](=[CH:7][CH:8]=[CH:9][CH:10]=2)[CH:5]=[CH:4][CH:3]=1.[OH:12][C:13]1[CH:14]=[C:15]([CH:18]=[CH:19][CH:20]=1)[CH:16]=[O:17], predict the reaction product. The product is: [C:2]1([O:12][C:13]2[CH:14]=[C:15]([CH:18]=[CH:19][CH:20]=2)[CH:16]=[O:17])[C:11]2[C:6](=[CH:7][CH:8]=[CH:9][CH:10]=2)[CH:5]=[CH:4][CH:3]=1.